From a dataset of Reaction yield outcomes from USPTO patents with 853,638 reactions. Predict the reaction yield, written as a fraction of the theoretical maximum amount of product (1.0 means a 100% yield; for example, 0.34 means a 34% yield). (1) The reactants are [Cl:1][C:2]1[CH:3]=[C:4]([CH:7]=[C:8]([O:10]C)[CH:9]=1)[CH:5]=[O:6].B(Br)(Br)Br.O. The catalyst is C(Cl)Cl. The product is [Cl:1][C:2]1[CH:3]=[C:4]([CH:7]=[C:8]([OH:10])[CH:9]=1)[CH:5]=[O:6]. The yield is 0.250. (2) The reactants are [CH3:1][C:2]([CH3:28])([CH3:27])[C@H:3]([NH:8][C:9]([C:11]1[N:12]=[C:13]([C:21]2[CH:26]=[CH:25][CH:24]=[CH:23][CH:22]=2)[N:14]2[CH2:19][CH2:18][N:17]([CH3:20])[CH2:16][C:15]=12)=[O:10])[C:4]([NH:6][CH3:7])=[O:5].[CH3:29][I:30]. The catalyst is CC(C)=O. The product is [I-:30].[CH3:1][C:2]([CH3:28])([CH3:27])[C@H:3]([NH:8][C:9]([C:11]1[N:12]=[C:13]([C:21]2[CH:22]=[CH:23][CH:24]=[CH:25][CH:26]=2)[N:14]2[CH2:19][CH2:18][N+:17]([CH3:29])([CH3:20])[CH2:16][C:15]=12)=[O:10])[C:4]([NH:6][CH3:7])=[O:5]. The yield is 0.240. (3) The reactants are [C:1]([Si:5]([CH3:26])([CH3:25])[O:6][C@@H:7]1[CH2:11][C:10](=[O:12])[C:9]([CH2:13]/[CH:14]=[CH:15]\[CH2:16][CH2:17][CH2:18][C:19]([O:21][CH:22]([CH3:24])[CH3:23])=[O:20])=[CH:8]1)([CH3:4])([CH3:3])[CH3:2].[C:27]1(/[CH:33]=[CH:34]/B(O)O)[CH:32]=[CH:31][CH:30]=[CH:29][CH:28]=1. The catalyst is CO. The product is [C:1]([Si:5]([CH3:25])([CH3:26])[O:6][C@@H:7]1[CH2:11][C:10](=[O:12])[CH:9]([CH2:13]/[CH:14]=[CH:15]\[CH2:16][CH2:17][CH2:18][C:19]([O:21][CH:22]([CH3:23])[CH3:24])=[O:20])[C@H:8]1[CH:34]=[CH:33][C:27]1[CH:32]=[CH:31][CH:30]=[CH:29][CH:28]=1)([CH3:3])([CH3:4])[CH3:2]. The yield is 0.470.